This data is from Full USPTO retrosynthesis dataset with 1.9M reactions from patents (1976-2016). The task is: Predict the reactants needed to synthesize the given product. (1) Given the product [CH2:1]([N:8]1[CH:12]=[C:11]([C:13]([OH:15])=[O:14])[C:10]([O:18][CH2:19][C:20]2[CH:25]=[CH:24][C:23]([O:26][CH2:27][C:28]3[N:29]=[C:30]([C:34]4[O:35][CH:36]=[CH:37][CH:38]=4)[O:31][C:32]=3[CH3:33])=[C:22]([CH2:39][CH3:40])[CH:21]=2)=[N:9]1)[C:2]1[CH:7]=[CH:6][CH:5]=[CH:4][CH:3]=1, predict the reactants needed to synthesize it. The reactants are: [CH2:1]([N:8]1[CH:12]=[C:11]([C:13]([O:15]CC)=[O:14])[C:10]([O:18][CH2:19][C:20]2[CH:25]=[CH:24][C:23]([O:26][CH2:27][C:28]3[N:29]=[C:30]([C:34]4[O:35][CH:36]=[CH:37][CH:38]=4)[O:31][C:32]=3[CH3:33])=[C:22]([CH2:39][CH3:40])[CH:21]=2)=[N:9]1)[C:2]1[CH:7]=[CH:6][CH:5]=[CH:4][CH:3]=1.O1CCCC1.[OH-].[Na+].Cl. (2) Given the product [F:30][C:24]1[C:25]([F:29])=[CH:26][CH:27]=[CH:28][C:23]=1[C@:14]1([OH:22])[CH2:13][CH2:12][C@@H:11]([OH:10])[C:17]2=[N:18][CH:19]=[CH:20][CH:21]=[C:16]2[CH2:15]1, predict the reactants needed to synthesize it. The reactants are: [N+](C1C=CC(C([O:10][C@H:11]2[C:17]3=[N:18][CH:19]=[CH:20][CH:21]=[C:16]3[CH2:15][C@@:14]([C:23]3[CH:28]=[CH:27][CH:26]=[C:25]([F:29])[C:24]=3[F:30])([OH:22])[CH2:13][CH2:12]2)=O)=CC=1)([O-])=O.[OH-].[Li+].